From a dataset of Full USPTO retrosynthesis dataset with 1.9M reactions from patents (1976-2016). Predict the reactants needed to synthesize the given product. (1) Given the product [OH:1][CH:2]1[CH2:7][CH:6]([CH3:8])[N:5]([C:23]([O:22][C:19]([CH3:21])([CH3:20])[CH3:18])=[O:24])[CH2:4][CH:3]1[C:9]([O:11][CH3:12])=[O:10], predict the reactants needed to synthesize it. The reactants are: [OH:1][CH:2]1[CH2:7][CH:6]([CH3:8])[NH:5][CH2:4][CH:3]1[C:9]([O:11][CH3:12])=[O:10].C([O-])(O)=O.[Na+].[CH3:18][C:19]([O:22][C:23](O[C:23]([O:22][C:19]([CH3:21])([CH3:20])[CH3:18])=[O:24])=[O:24])([CH3:21])[CH3:20].C(OCC)(=O)C. (2) Given the product [F:19][C:20]1[CH:41]=[CH:40][C:23]([O:24][C:25]2[CH:30]=[CH:29][C:28]([C:2]3[N:7]=[C:6]([C:8]([NH2:10])=[O:9])[CH:5]=[C:4]([N:11]4[CH2:16][CH2:15][O:14][CH2:13][CH:12]4[CH2:17][OH:18])[N:3]=3)=[CH:27][CH:26]=2)=[CH:22][CH:21]=1, predict the reactants needed to synthesize it. The reactants are: Cl[C:2]1[N:7]=[C:6]([C:8]([NH2:10])=[O:9])[CH:5]=[C:4]([N:11]2[CH2:16][CH2:15][O:14][CH2:13][CH:12]2[CH2:17][OH:18])[N:3]=1.[F:19][C:20]1[CH:41]=[CH:40][C:23]([O:24][C:25]2[CH:30]=[CH:29][C:28](B3OC(C)(C)C(C)(C)O3)=[CH:27][CH:26]=2)=[CH:22][CH:21]=1.C([O-])([O-])=O.[Na+].[Na+]. (3) Given the product [CH3:29][S:30][CH2:31][CH2:32][CH2:33][NH:34][C:11]([C:9]1[CH:8]=[CH:7][C:6]2[N:2]([CH3:1])[C:3]([NH:14][C:15]3[S:16][C:17]4[CH:23]=[C:22]([O:24][C:25]([F:28])([F:26])[F:27])[CH:21]=[CH:20][C:18]=4[N:19]=3)=[N:4][C:5]=2[CH:10]=1)=[O:12], predict the reactants needed to synthesize it. The reactants are: [CH3:1][N:2]1[C:6]2[CH:7]=[CH:8][C:9]([C:11](O)=[O:12])=[CH:10][C:5]=2[N:4]=[C:3]1[NH:14][C:15]1[S:16][C:17]2[CH:23]=[C:22]([O:24][C:25]([F:28])([F:27])[F:26])[CH:21]=[CH:20][C:18]=2[N:19]=1.[CH3:29][S:30][CH2:31][CH2:32][CH2:33][NH2:34].CN(C(ON1N=NC2C=CC=CC1=2)=[N+](C)C)C.F[P-](F)(F)(F)(F)F.CCN(C(C)C)C(C)C. (4) Given the product [CH3:17][O:16][C:10]1[CH:9]=[C:8]([CH:13]=[CH:12][C:11]=1[O:14][CH3:15])[CH2:7][NH:6][C:4](=[O:5])[C:3]1[CH:18]=[C:19]([C:22]2[CH:27]=[C:26]([CH3:28])[CH:25]=[C:24]([CH3:29])[CH:23]=2)[CH:20]=[N:21][C:2]=1[C:34]1[CH:33]=[N:32][N:31]([CH3:30])[CH:35]=1, predict the reactants needed to synthesize it. The reactants are: Cl[C:2]1[N:21]=[CH:20][C:19]([C:22]2[CH:27]=[C:26]([CH3:28])[CH:25]=[C:24]([CH3:29])[CH:23]=2)=[CH:18][C:3]=1[C:4]([NH:6][CH2:7][C:8]1[CH:13]=[CH:12][C:11]([O:14][CH3:15])=[C:10]([O:16][CH3:17])[CH:9]=1)=[O:5].[CH3:30][N:31]1[CH:35]=[C:34](B2OC(C)(C)C(C)(C)O2)[CH:33]=[N:32]1.C(=O)(O)[O-].[Na+]. (5) Given the product [CH2:1]([O:8][N:9]1[C:18](=[O:19])[C:17]2[C:12](=[C:13]([F:23])[C:14]([N:25]3[CH2:29][CH2:28][CH2:27][CH2:26]3)=[C:15]([F:21])[C:16]=2[F:20])[N:11]([CH2:30][CH3:31])[C:10]1=[O:24])[C:2]1[CH:7]=[CH:6][CH:5]=[CH:4][CH:3]=1, predict the reactants needed to synthesize it. The reactants are: [CH2:1]([O:8][N:9]1[C:18](=[O:19])[C:17]2[C:12](=[C:13]([F:23])[C:14](F)=[C:15]([F:21])[C:16]=2[F:20])[NH:11][C:10]1=[O:24])[C:2]1[CH:7]=[CH:6][CH:5]=[CH:4][CH:3]=1.[NH:25]1[CH2:29][CH2:28][CH2:27][CH2:26]1.[CH2:30](I)[CH3:31].[H-].[Na+]. (6) Given the product [C:20]([O:1][CH:2]1[CH2:3][CH2:4][N:5]([C:8]([O:10][C:11]([CH3:14])([CH3:13])[CH3:12])=[O:9])[CH2:6][CH2:7]1)(=[O:27])[C:21]1[CH:26]=[CH:25][CH:24]=[CH:23][CH:22]=1, predict the reactants needed to synthesize it. The reactants are: [OH:1][CH:2]1[CH2:7][CH2:6][N:5]([C:8]([O:10][C:11]([CH3:14])([CH3:13])[CH3:12])=[O:9])[CH2:4][CH2:3]1.C1COCC1.[C:20](Cl)(=[O:27])[C:21]1[CH:26]=[CH:25][CH:24]=[CH:23][CH:22]=1.O. (7) Given the product [OH:61][C:57]([CH3:58])([CH3:56])[C:59]#[C:60][C:2]1[CH:3]=[CH:4][C:5]2[O:11][CH2:10][CH2:9][N:8]3[C:12]([CH2:18][N:19]([CH2:21][CH2:22][O:23][CH3:24])[CH3:20])=[C:13]([C:15]([NH2:17])=[O:16])[N:14]=[C:7]3[C:6]=2[CH:25]=1, predict the reactants needed to synthesize it. The reactants are: Br[C:2]1[CH:3]=[CH:4][C:5]2[O:11][CH2:10][CH2:9][N:8]3[C:12]([CH2:18][N:19]([CH2:21][CH2:22][O:23][CH3:24])[CH3:20])=[C:13]([C:15]([NH2:17])=[O:16])[N:14]=[C:7]3[C:6]=2[CH:25]=1.BrC1C=CC2OCCN3C(CN4CCCC4)=C(C(N)=O)N=C3C=2C=1.COCCNC.[CH3:56][C:57]([OH:61])([C:59]#[CH:60])[CH3:58].